Dataset: Forward reaction prediction with 1.9M reactions from USPTO patents (1976-2016). Task: Predict the product of the given reaction. (1) Given the reactants [Cl:1][C:2]1[CH:3]=[C:4]([C:14]2[O:18][N:17]=[C:16]([C:19]3[CH:20]=[CH:21][CH:22]=[C:23]4[C:27]=3[NH:26][CH:25]=[C:24]4[CH2:28][CH2:29][C:30]([O:32]C)=[O:31])[N:15]=2)[CH:5]=[C:6]([O:11][CH2:12][CH3:13])[C:7]=1[O:8][CH2:9][CH3:10].[OH-].[Na+], predict the reaction product. The product is: [Cl:1][C:2]1[CH:3]=[C:4]([C:14]2[O:18][N:17]=[C:16]([C:19]3[CH:20]=[CH:21][CH:22]=[C:23]4[C:27]=3[NH:26][CH:25]=[C:24]4[CH2:28][CH2:29][C:30]([OH:32])=[O:31])[N:15]=2)[CH:5]=[C:6]([O:11][CH2:12][CH3:13])[C:7]=1[O:8][CH2:9][CH3:10]. (2) Given the reactants [NH2:1][C:2]1[N:27]=[C:5]2[CH:6]=[CH:7][C:8]([O:10][C:11]3[CH:12]=[C:13]([NH:17][C:18]([C:20]4[C:25]([CH3:26])=[CH:24][CH:23]=[CH:22][N:21]=4)=[O:19])[CH:14]=[CH:15][CH:16]=3)=[CH:9][N:4]2[N:3]=1.[CH:28]1([C:31](Cl)=[O:32])[CH2:30][CH2:29]1, predict the reaction product. The product is: [CH:28]1([C:31]([NH:1][C:2]2[N:27]=[C:5]3[CH:6]=[CH:7][C:8]([O:10][C:11]4[CH:12]=[C:13]([NH:17][C:18]([C:20]5[C:25]([CH3:26])=[CH:24][CH:23]=[CH:22][N:21]=5)=[O:19])[CH:14]=[CH:15][CH:16]=4)=[CH:9][N:4]3[N:3]=2)=[O:32])[CH2:30][CH2:29]1. (3) The product is: [NH2:48]/[C:33](=[N:32]\[O:15][C:14]([C@H:11]1[CH2:12][CH2:13][C@H:9]([NH:8][C:6](=[O:7])[O:5][C:1]([CH3:4])([CH3:2])[CH3:3])[CH2:10]1)=[O:16])/[CH:34]([OH:35])[C:42]1[CH:47]=[CH:46][CH:45]=[CH:44][CH:43]=1. Given the reactants [C:1]([O:5][C:6]([NH:8][C@H:9]1[CH2:13][CH2:12][C@H:11]([C:14]([OH:16])=[O:15])[CH2:10]1)=[O:7])([CH3:4])([CH3:3])[CH3:2].C1C=CC2N(O)N=NC=2C=1.C(Cl)CCl.O/[N:32]=[C:33](\[NH2:48])/[CH:34]([C:42]1[CH:47]=[CH:46][CH:45]=[CH:44][CH:43]=1)[O:35]C1CCCCO1.C(=O)(O)[O-].[Na+], predict the reaction product. (4) Given the reactants [C:1]([C:4]1[CH:5]=[C:6]([NH:10][C:11]([NH:13][CH2:14][CH2:15][CH2:16][N:17]2[CH2:22][C@@H:21]3[CH2:23][CH2:24][C@H:18]2[C@H:19]([CH2:25][C:26]2[CH:31]=[CH:30][C:29]([F:32])=[CH:28][CH:27]=2)[CH2:20]3)=[O:12])[CH:7]=[CH:8][CH:9]=1)(=[O:3])[CH3:2].[C:33]([C:36]1[CH:37]=[C:38]([NH:42][C:43]([NH:45][CH2:46][CH2:47][CH2:48][N:49]2[CH2:54][C@H:53]3[CH2:55][CH2:56][C@@H:50]2[C@@H:51]([CH2:57][C:58]2[CH:63]=[CH:62][C:61]([F:64])=[CH:60][CH:59]=2)[CH2:52]3)=[O:44])[CH:39]=[CH:40][CH:41]=1)(=[O:35])[CH3:34].[ClH:65].C(OCC)C, predict the reaction product. The product is: [ClH:65].[C:1]([C:4]1[CH:5]=[C:6]([NH:10][C:11]([NH:13][CH2:14][CH2:15][CH2:16][N:17]2[CH2:22][C@@H:21]3[CH2:23][CH2:24][C@H:18]2[C@H:19]([CH2:25][C:26]2[CH:27]=[CH:28][C:29]([F:32])=[CH:30][CH:31]=2)[CH2:20]3)=[O:12])[CH:7]=[CH:8][CH:9]=1)(=[O:3])[CH3:2].[ClH:65].[C:33]([C:36]1[CH:37]=[C:38]([NH:42][C:43]([NH:45][CH2:46][CH2:47][CH2:48][N:49]2[CH2:54][C@H:53]3[CH2:55][CH2:56][C@@H:50]2[C@@H:51]([CH2:57][C:58]2[CH:59]=[CH:60][C:61]([F:64])=[CH:62][CH:63]=2)[CH2:52]3)=[O:44])[CH:39]=[CH:40][CH:41]=1)(=[O:35])[CH3:34]. (5) Given the reactants [OH-].[Na+].C(O)(=O)C(C(C(O)=O)O)O.[OH:13][C@@H:14]1[C:20]2[CH:21]=[CH:22][CH:23]=[CH:24][C:19]=2[N:18]([C:25]([NH2:27])=[O:26])[C:17]2[CH:28]=[CH:29][CH:30]=[CH:31][C:16]=2[CH2:15]1, predict the reaction product. The product is: [OH:13][C@@H:14]1[C:20]2[CH:21]=[CH:22][CH:23]=[CH:24][C:19]=2[N:18]([C:25]([NH2:27])=[O:26])[C:17]2[CH:28]=[CH:29][CH:30]=[CH:31][C:16]=2[CH2:15]1. (6) Given the reactants C([O:8][C:9]1[CH:41]=[CH:40][C:12]([O:13][CH:14]([C:16]2[C:17]([CH3:39])=[N:18][C:19]3[C:24]([C:25]=2[C:26]2[CH:31]=[CH:30][C:29]([F:32])=[CH:28][CH:27]=2)=[CH:23][C:22]([N:33]2[CH2:38][CH2:37][CH2:36][CH2:35][CH2:34]2)=[CH:21][CH:20]=3)[CH3:15])=[CH:11][CH:10]=1)C1C=CC=CC=1.[H][H], predict the reaction product. The product is: [F:32][C:29]1[CH:30]=[CH:31][C:26]([C:25]2[C:24]3[C:19](=[CH:20][CH:21]=[C:22]([N:33]4[CH2:38][CH2:37][CH2:36][CH2:35][CH2:34]4)[CH:23]=3)[N:18]=[C:17]([CH3:39])[C:16]=2[CH:14]([O:13][C:12]2[CH:11]=[CH:10][C:9]([OH:8])=[CH:41][CH:40]=2)[CH3:15])=[CH:27][CH:28]=1. (7) Given the reactants COC[O:4][CH2:5][CH2:6][CH2:7][C:8]1[C:9]([CH:13]([CH3:15])[CH3:14])=[N:10][NH:11][CH:12]=1.CS[C:18]1[N:23]=[CH:22][C:21]([C:24]([F:27])([F:26])[F:25])=[CH:20][N:19]=1.[H-].[Na+].[H][H], predict the reaction product. The product is: [CH3:14][CH:13]([C:9]1[C:8]([CH2:7][CH2:6][CH2:5][OH:4])=[CH:12][N:11]([C:18]2[N:23]=[CH:22][C:21]([C:24]([F:27])([F:26])[F:25])=[CH:20][N:19]=2)[N:10]=1)[CH3:15]. (8) Given the reactants C([O:5][C:6](=[O:19])[C:7]([S:10][C:11]1[S:12][CH:13]=[C:14]([CH2:16][CH2:17][NH2:18])[N:15]=1)([CH3:9])[CH3:8])(C)(C)C.Cl[C:21]1[C:26]([Cl:27])=[CH:25][C:24]([C:28]([F:31])([F:30])[F:29])=[CH:23][N:22]=1.F[C:33](F)(F)[C:34](O)=O, predict the reaction product. The product is: [Cl:27][C:26]1[C:21]([N:18]([CH2:23][CH2:24][CH2:25][CH2:26][CH2:21][CH2:33][CH3:34])[CH2:17][CH2:16][C:14]2[N:15]=[C:11]([S:10][C:7]([CH3:8])([CH3:9])[C:6]([OH:5])=[O:19])[S:12][CH:13]=2)=[N:22][CH:23]=[C:24]([C:28]([F:31])([F:30])[F:29])[CH:25]=1. (9) The product is: [NH2:2][C@@:3]1([C:12]([O:14][CH3:19])=[O:13])[C:11]2[C:6](=[CH:7][CH:8]=[CH:9][CH:10]=2)[CH2:5][CH2:4]1. Given the reactants Cl.[NH2:2][C@@:3]1([C:12]([OH:14])=[O:13])[C:11]2[C:6](=[CH:7][CH:8]=[CH:9][CH:10]=2)[CH2:5][CH2:4]1.O=S(Cl)Cl.[CH3:19]O, predict the reaction product.